From a dataset of Reaction yield outcomes from USPTO patents with 853,638 reactions. Predict the reaction yield, written as a fraction of the theoretical maximum amount of product (1.0 means a 100% yield; for example, 0.34 means a 34% yield). (1) The catalyst is C1COCC1.O.C(Cl)Cl. The yield is 0.630. The reactants are [Si:1]([O:18][CH2:19][C@@H:20]([NH:33][C:34](=[O:40])[O:35][C:36]([CH3:39])([CH3:38])[CH3:37])[CH2:21][S:22][C:23]1[CH:28]=[CH:27][NH:26][C:25](=[O:29])[C:24]=1[N+:30]([O-])=O)([C:14]([CH3:17])([CH3:16])[CH3:15])([C:8]1[CH:13]=[CH:12][CH:11]=[CH:10][CH:9]=1)[C:2]1[CH:7]=[CH:6][CH:5]=[CH:4][CH:3]=1.C([O-])(=O)C.[NH4+].[Sn](Cl)Cl. The product is [C:36]([O:35][C:34](=[O:40])[NH:33][C@H:20]([CH2:19][O:18][Si:1]([C:14]([CH3:17])([CH3:16])[CH3:15])([C:8]1[CH:9]=[CH:10][CH:11]=[CH:12][CH:13]=1)[C:2]1[CH:7]=[CH:6][CH:5]=[CH:4][CH:3]=1)[CH2:21][S:22][C:23]1[CH:28]=[CH:27][NH:26][C:25](=[O:29])[C:24]=1[NH2:30])([CH3:39])([CH3:37])[CH3:38]. (2) The reactants are [Br:1][C:2]1[CH:3]=[C:4]([OH:9])[C:5]([Cl:8])=[N:6][CH:7]=1.ClCCCl.C(N(CC)CC)C.[CH3:21][O:22][CH2:23][CH2:24][O:25][CH2:26]Cl. The catalyst is CO. The product is [Br:1][C:2]1[CH:3]=[C:4]([O:9][CH2:21][O:22][CH2:23][CH2:24][O:25][CH3:26])[C:5]([Cl:8])=[N:6][CH:7]=1. The yield is 0.419. (3) The reactants are O.NN.[Cl:4][C:5]1[CH:10]=[CH:9][C:8]([CH:11]([CH3:13])[CH3:12])=[C:7]([N+:14]([O-])=O)[CH:6]=1.C. The catalyst is CO.[Fe](Cl)(Cl)Cl. The product is [Cl:4][C:5]1[CH:10]=[CH:9][C:8]([CH:11]([CH3:13])[CH3:12])=[C:7]([CH:6]=1)[NH2:14]. The yield is 0.940.